This data is from Reaction yield outcomes from USPTO patents with 853,638 reactions. The task is: Predict the reaction yield, written as a fraction of the theoretical maximum amount of product (1.0 means a 100% yield; for example, 0.34 means a 34% yield). (1) The reactants are Br[C:2]1[CH:7]=[CH:6][CH:5]=[C:4]([N:8]2[C:12]([CH3:13])=[CH:11][CH:10]=[C:9]2[CH3:14])[N:3]=1.[CH2:15]([O:22][C:23]1[C:28]([CH2:29][CH3:30])=[CH:27][C:26](B(O)O)=[C:25]([O:34][CH3:35])[CH:24]=1)[C:16]1[CH:21]=[CH:20][CH:19]=[CH:18][CH:17]=1.C(=O)([O-])[O-].[Na+].[Na+]. The catalyst is C(O)C.O.C1C=CC([P]([Pd]([P](C2C=CC=CC=2)(C2C=CC=CC=2)C2C=CC=CC=2)([P](C2C=CC=CC=2)(C2C=CC=CC=2)C2C=CC=CC=2)[P](C2C=CC=CC=2)(C2C=CC=CC=2)C2C=CC=CC=2)(C2C=CC=CC=2)C2C=CC=CC=2)=CC=1. The product is [CH2:15]([O:22][C:23]1[C:28]([CH2:29][CH3:30])=[CH:27][C:26]([C:2]2[CH:7]=[CH:6][CH:5]=[C:4]([N:8]3[C:12]([CH3:13])=[CH:11][CH:10]=[C:9]3[CH3:14])[N:3]=2)=[C:25]([O:34][CH3:35])[CH:24]=1)[C:16]1[CH:17]=[CH:18][CH:19]=[CH:20][CH:21]=1. The yield is 0.730. (2) The reactants are C[O:2][C:3]([C@@H:5]1[C@H:10]([C:11]2[CH:16]=[CH:15][C:14]([F:17])=[CH:13][CH:12]=2)[CH2:9][CH2:8][N:7]([C:18]([O:20][C:21]([CH3:24])([CH3:23])[CH3:22])=[O:19])[CH2:6]1)=[O:4].C[O-].[Na+]. The catalyst is C1(C)C=CC=CC=1. The product is [C:21]([O:20][C:18]([N:7]1[CH2:8][CH2:9][C@@H:10]([C:11]2[CH:12]=[CH:13][C:14]([F:17])=[CH:15][CH:16]=2)[C@H:5]([C:3]([OH:4])=[O:2])[CH2:6]1)=[O:19])([CH3:24])([CH3:22])[CH3:23]. The yield is 0.520.